From a dataset of Reaction yield outcomes from USPTO patents with 853,638 reactions. Predict the reaction yield, written as a fraction of the theoretical maximum amount of product (1.0 means a 100% yield; for example, 0.34 means a 34% yield). (1) The reactants are O=[C:2]1[C:11]2[N:12]=[CH:13][S:14][C:10]=2[C:9]2[CH:8]=[CH:7][C:6]([C:15]([O:17][CH3:18])=[O:16])=[CH:5][C:4]=2[NH:3]1.CCN(C(C)C)C(C)C.O=P(Cl)(Cl)[Cl:30].O. The catalyst is C1(C)C=CC=CC=1.C(Cl)Cl. The product is [Cl:30][C:2]1[C:11]2[N:12]=[CH:13][S:14][C:10]=2[C:9]2[CH:8]=[CH:7][C:6]([C:15]([O:17][CH3:18])=[O:16])=[CH:5][C:4]=2[N:3]=1. The yield is 0.470. (2) The reactants are [Br:1][C:2]1[C:3]([CH3:32])=[C:4]([N:8]2[C:13](=[O:14])[CH:12]([Se]C3C=CC=CC=3)[CH2:11][N:10]([CH2:22][C:23]3[CH:28]=[CH:27][C:26]([O:29][CH3:30])=[CH:25][CH:24]=3)[C:9]2=[O:31])[CH:5]=[CH:6][CH:7]=1.OO.O. The catalyst is C1COCC1. The product is [Br:1][C:2]1[C:3]([CH3:32])=[C:4]([N:8]2[C:13](=[O:14])[CH:12]=[CH:11][N:10]([CH2:22][C:23]3[CH:28]=[CH:27][C:26]([O:29][CH3:30])=[CH:25][CH:24]=3)[C:9]2=[O:31])[CH:5]=[CH:6][CH:7]=1. The yield is 0.540. (3) The reactants are [F:1][C:2]1[CH:3]=[C:4]([C@H:10]2[CH2:14][CH2:13][CH2:12][N:11]2[C:15]2[CH:20]=[CH:19][N:18]3[N:21]=[CH:22][C:23]([C:24]([OH:26])=O)=[C:17]3[N:16]=2)[C:5]([O:8][CH3:9])=[N:6][CH:7]=1.C1C=CC2N(O)N=NC=2C=1.CCN=C=NCCCN(C)C.[NH2:48][C@H:49]1[CH2:54][CH2:53][C@H:52]([OH:55])[CH2:51][CH2:50]1.C(N(CC)CC)C. The catalyst is C(Cl)Cl.CCOC(C)=O. The product is [F:1][C:2]1[CH:3]=[C:4]([C@H:10]2[CH2:14][CH2:13][CH2:12][N:11]2[C:15]2[CH:20]=[CH:19][N:18]3[N:21]=[CH:22][C:23]([C:24]([NH:48][C@H:49]4[CH2:54][CH2:53][C@H:52]([OH:55])[CH2:51][CH2:50]4)=[O:26])=[C:17]3[N:16]=2)[C:5]([O:8][CH3:9])=[N:6][CH:7]=1. The yield is 0.600. (4) The reactants are [OH:1][C:2]1[CH:9]=[CH:8][C:5]([CH:6]=[O:7])=[CH:4][CH:3]=1.C(=O)([O-])[O-].[Cs+].[Cs+].[CH3:16][O:17][C:18](=[O:27])[C:19]1[CH:24]=[CH:23][C:22]([CH2:25]Br)=[CH:21][CH:20]=1. The catalyst is CN(C=O)C. The product is [CH:6]([C:5]1[CH:8]=[CH:9][C:2]([O:1][CH2:25][C:22]2[CH:23]=[CH:24][C:19]([C:18]([O:17][CH3:16])=[O:27])=[CH:20][CH:21]=2)=[CH:3][CH:4]=1)=[O:7]. The yield is 0.960. (5) The reactants are [F:1][C:2]([F:15])([F:14])[CH:3]([C:5]1[CH:10]=[CH:9][C:8]([N+:11]([O-])=O)=[CH:7][CH:6]=1)[OH:4]. The catalyst is CO.[Pd]. The product is [NH2:11][C:8]1[CH:9]=[CH:10][C:5]([CH:3]([OH:4])[C:2]([F:1])([F:14])[F:15])=[CH:6][CH:7]=1. The yield is 0.860. (6) The reactants are [F:1][C:2]([F:29])([O:7][C:8]1[CH:13]=[CH:12][C:11]([N:14]2[CH:18]=[N:17][C:16]([C:19]3[CH:28]=[CH:27][C:22]([C:23]([O:25]C)=[O:24])=[CH:21][CH:20]=3)=[N:15]2)=[CH:10][CH:9]=1)[C:3]([F:6])([F:5])[F:4].C1COCC1.O.[OH-].[Li+].Cl. The catalyst is O. The product is [F:29][C:2]([F:1])([O:7][C:8]1[CH:9]=[CH:10][C:11]([N:14]2[CH:18]=[N:17][C:16]([C:19]3[CH:20]=[CH:21][C:22]([C:23]([OH:25])=[O:24])=[CH:27][CH:28]=3)=[N:15]2)=[CH:12][CH:13]=1)[C:3]([F:6])([F:5])[F:4]. The yield is 0.960.